From a dataset of Forward reaction prediction with 1.9M reactions from USPTO patents (1976-2016). Predict the product of the given reaction. Given the reactants [CH3:1][C:2]1([CH3:16])[O:6][C@H:5]([C@H:7]([CH2:11][CH:12]([CH3:14])[CH3:13])[C:8]([OH:10])=O)[C:4](=[O:15])[O:3]1.C(OC(C)C)(=O)[C@@H](CC(OC(C)C)=O)O.CCN(C(C)C)C(C)C.F[P-](F)(F)(F)(F)F.FC(N(C)C)=[N+](C)C.[CH3:56][O:57][C:58]1[CH:63]=[CH:62][C:61]([N:64]2[CH2:69][CH2:68][NH:67][CH2:66][CH2:65]2)=[CH:60][CH:59]=1, predict the reaction product. The product is: [CH3:56][O:57][C:58]1[CH:59]=[CH:60][C:61]([N:64]2[CH2:69][CH2:68][N:67]([C:8]([C@H:7]([C@H:5]3[O:6][C:2]([CH3:1])([CH3:16])[O:3][C:4]3=[O:15])[CH2:11][CH:12]([CH3:14])[CH3:13])=[O:10])[CH2:66][CH2:65]2)=[CH:62][CH:63]=1.